This data is from Forward reaction prediction with 1.9M reactions from USPTO patents (1976-2016). The task is: Predict the product of the given reaction. (1) The product is: [Si:1]([O:8][C:9]1[CH:10]=[C:11]2[C:16](=[CH:17][CH:18]=1)[N:15]=[C:14]([CH2:19][N:25]1[CH2:30][CH2:29][CH:28]([C:31]([O:33][CH2:34][CH3:35])=[O:32])[CH2:27][CH2:26]1)[CH:13]=[CH:12]2)([C:4]([CH3:7])([CH3:6])[CH3:5])([CH3:2])[CH3:3]. Given the reactants [Si:1]([O:8][C:9]1[CH:10]=[C:11]2[C:16](=[CH:17][CH:18]=1)[N:15]=[C:14]([CH:19]=O)[CH:13]=[CH:12]2)([C:4]([CH3:7])([CH3:6])[CH3:5])([CH3:3])[CH3:2].CC(O)=O.[NH:25]1[CH2:30][CH2:29][CH:28]([C:31]([O:33][CH2:34][CH3:35])=[O:32])[CH2:27][CH2:26]1.[BH-](OC(C)=O)(OC(C)=O)OC(C)=O.[Na+], predict the reaction product. (2) Given the reactants [CH3:1][CH:2]1[NH:7][CH:6]([CH3:8])[CH2:5][N:4]([C:9]2[C:18]([O:19][CH3:20])=[C:17]3[C:12]([C:13](=[O:29])[C:14]([C:26](O)=[O:27])=[CH:15][N:16]3[CH2:21][C:22]([F:25])([F:24])[F:23])=[CH:11][C:10]=2[F:30])[CH2:3]1.[CH3:31][C:32]1[CH:39]=[C:38]([O:40][C:41]([F:44])([F:43])[F:42])[CH:37]=[CH:36][C:33]=1[CH2:34][NH2:35].C1CN([P+](ON2N=NC3C=CC=CC2=3)(N2CCCC2)N2CCCC2)CC1.F[P-](F)(F)(F)(F)F, predict the reaction product. The product is: [CH3:8][CH:6]1[NH:7][CH:2]([CH3:1])[CH2:3][N:4]([C:9]2[C:18]([O:19][CH3:20])=[C:17]3[C:12]([C:13](=[O:29])[C:14]([C:26]([NH:35][CH2:34][C:33]4[CH:36]=[CH:37][C:38]([O:40][C:41]([F:42])([F:43])[F:44])=[CH:39][C:32]=4[CH3:31])=[O:27])=[CH:15][N:16]3[CH2:21][C:22]([F:25])([F:23])[F:24])=[CH:11][C:10]=2[F:30])[CH2:5]1. (3) Given the reactants [OH:1][C@@H:2]1[CH2:10][C:9]2[C:4](=[CH:5][CH:6]=[CH:7][CH:8]=2)[C@@H:3]1[NH:11][C:12](=[O:16])[CH2:13][CH2:14][CH3:15].CO[C:19]([CH3:21])=[CH2:20].CS(O)(=O)=O, predict the reaction product. The product is: [CH3:20][C:19]1([CH3:21])[N:11]([C:12](=[O:16])[CH2:13][CH2:14][CH3:15])[C@H:3]2[C:4]3[CH:5]=[CH:6][CH:7]=[CH:8][C:9]=3[CH2:10][C@H:2]2[O:1]1. (4) Given the reactants [Cl:1][C:2]1[CH:14]=[CH:13][C:5]([C:6]([CH2:8][CH2:9][C:10]([OH:12])=O)=[O:7])=[CH:4][CH:3]=1.ON1C2C=CC=CC=2N=N1.CCN=C=NCCCN(C)C.Cl.[CH:37]1([N:42]2[CH2:47][CH2:46][NH:45][CH2:44][CH2:43]2)[CH2:41][CH2:40][CH2:39][CH2:38]1, predict the reaction product. The product is: [ClH:1].[Cl:1][C:2]1[CH:3]=[CH:4][C:5]([C:6](=[O:7])[CH2:8][CH2:9][C:10]([N:45]2[CH2:46][CH2:47][N:42]([CH:37]3[CH2:41][CH2:40][CH2:39][CH2:38]3)[CH2:43][CH2:44]2)=[O:12])=[CH:13][CH:14]=1. (5) Given the reactants C(OC([NH:8][CH2:9][CH2:10][CH2:11][N:12]1[C:16]2[CH:17]=[CH:18][C:19]([C:21]([OH:23])=O)=[CH:20][C:15]=2[N:14]=[C:13]1[CH3:24])=O)(C)(C)C.[NH2:25][C:26]1[N:27]=[N:28][C:29]([C:32]2[O:33][CH:34]=[CH:35][CH:36]=2)=[CH:30][CH:31]=1, predict the reaction product. The product is: [O:33]1[CH:34]=[CH:35][CH:36]=[C:32]1[C:29]1[N:28]=[N:27][C:26]([NH:25][C:21]([C:19]2[CH:18]=[CH:17][C:16]3[N:12]([CH2:11][CH2:10][CH2:9][NH2:8])[C:13]([CH3:24])=[N:14][C:15]=3[CH:20]=2)=[O:23])=[CH:31][CH:30]=1.